From a dataset of Reaction yield outcomes from USPTO patents with 853,638 reactions. Predict the reaction yield, written as a fraction of the theoretical maximum amount of product (1.0 means a 100% yield; for example, 0.34 means a 34% yield). (1) The reactants are [N:1]([C@@H:4]1[C:9]([F:11])([F:10])[CH2:8][CH2:7][CH2:6][C@H:5]1[NH:12][C:13](=[O:19])[O:14][C:15]([CH3:18])([CH3:17])[CH3:16])=[N+]=[N-]. The catalyst is CO. The product is [NH2:1][C@@H:4]1[C:9]([F:11])([F:10])[CH2:8][CH2:7][CH2:6][C@H:5]1[NH:12][C:13](=[O:19])[O:14][C:15]([CH3:17])([CH3:16])[CH3:18]. The yield is 0.970. (2) The reactants are [OH:1][CH2:2][CH:3]1[CH2:7][CH2:6][N:5]([C:8]([O:10][C:11]([CH3:14])([CH3:13])[CH3:12])=[O:9])[CH2:4]1.[H-].[Na+].Cl[CH2:18][CH:19]1[CH2:21][CH2:20]1.O. The catalyst is CN(C)C=O.C1COCC1. The product is [CH:19]1([CH2:18][O:1][CH2:2][CH:3]2[CH2:7][CH2:6][N:5]([C:8]([O:10][C:11]([CH3:14])([CH3:13])[CH3:12])=[O:9])[CH2:4]2)[CH2:21][CH2:20]1. The yield is 0.840. (3) The product is [Cl:22][C:20]([O:8][C:7]1[C:2]([F:1])=[C:3]([F:12])[C:4]([F:11])=[C:5]([F:10])[C:6]=1[F:9])=[O:21]. The yield is 0.750. The reactants are [F:1][C:2]1[C:7]([OH:8])=[C:6]([F:9])[C:5]([F:10])=[C:4]([F:11])[C:3]=1[F:12].C(N(CC)CC)C.[C:20](Cl)([Cl:22])=[O:21]. The catalyst is C1COCC1.C1(C)C=CC=CC=1.